This data is from Reaction yield outcomes from USPTO patents with 853,638 reactions. The task is: Predict the reaction yield, written as a fraction of the theoretical maximum amount of product (1.0 means a 100% yield; for example, 0.34 means a 34% yield). (1) The reactants are [F:1][C:2]1[CH:3]=[C:4]([CH:7]=[CH:8][C:9]=1B1OC(C)(C)C(C)(C)O1)[C:5]#[N:6].Br[C:20]1[CH:21]=[C:22]([CH:26]([CH:33]2[CH2:35][CH2:34]2)[NH:27][S:28]([CH2:31][CH3:32])(=[O:30])=[O:29])[CH:23]=[N:24][CH:25]=1.C([O-])([O-])=O.[Na+].[Na+]. The catalyst is CN(C=O)C.Cl[Pd](Cl)([P](C1C=CC=CC=1)(C1C=CC=CC=1)C1C=CC=CC=1)[P](C1C=CC=CC=1)(C1C=CC=CC=1)C1C=CC=CC=1. The product is [C:5]([C:4]1[CH:7]=[CH:8][C:9]([C:20]2[CH:21]=[C:22]([CH:26]([CH:33]3[CH2:35][CH2:34]3)[NH:27][S:28]([CH2:31][CH3:32])(=[O:29])=[O:30])[CH:23]=[N:24][CH:25]=2)=[C:2]([F:1])[CH:3]=1)#[N:6]. The yield is 0.560. (2) The reactants are [NH2:1][C:2]1[CH:3]=[CH:4][C:5]([C:8]#[N:9])=[N:6][CH:7]=1.[CH3:10][S:11](Cl)(=[O:13])=[O:12]. The catalyst is N1C=CC=CC=1. The product is [CH3:10][S:11]([NH:1][C:2]1[CH:7]=[N:6][C:5]([C:8]#[N:9])=[CH:4][CH:3]=1)(=[O:13])=[O:12]. The yield is 0.770. (3) The reactants are [CH:1]([N:4]1[C:8]([C:9]2[N:18]=[C:17]3[N:11]([CH2:12][CH2:13][O:14][C:15]4[CH:22]=[C:21](O)[N:20]=[CH:19][C:16]=43)[CH:10]=2)=[N:7][CH:6]=[N:5]1)([CH3:3])[CH3:2].Cl.[OH:25][CH:26]1[CH2:29][NH:28][CH2:27]1.CCN(C(C)C)C(C)C.CO. The catalyst is C(Cl)Cl. The product is [CH:1]([N:4]1[C:8]([C:9]2[N:18]=[C:17]3[C:16]4[CH:19]=[N:20][C:21]([N:28]5[CH2:29][CH:26]([OH:25])[CH2:27]5)=[CH:22][C:15]=4[O:14][CH2:13][CH2:12][N:11]3[CH:10]=2)=[N:7][CH:6]=[N:5]1)([CH3:2])[CH3:3]. The yield is 0.140.